From a dataset of Rat liver microsome stability data. Regression/Classification. Given a drug SMILES string, predict its absorption, distribution, metabolism, or excretion properties. Task type varies by dataset: regression for continuous measurements (e.g., permeability, clearance, half-life) or binary classification for categorical outcomes (e.g., BBB penetration, CYP inhibition). Dataset: rlm. The compound is CCN1CCC(N2CCc3nc(Nc4ncc(F)c(-c5cc(F)c6nc(C)n(C(C)C)c6c5)n4)ccc3C2)CC1. The result is 0 (unstable in rat liver microsomes).